This data is from Full USPTO retrosynthesis dataset with 1.9M reactions from patents (1976-2016). The task is: Predict the reactants needed to synthesize the given product. (1) Given the product [NH2:1][C:2]1[C:7]([C:8](=[O:9])[C:10]2[C:15]([O:16][CH3:17])=[CH:14][CH:13]=[C:12]([F:18])[C:11]=2[F:19])=[CH:6][N:5]=[C:4]([NH:20][C@H:21]2[CH2:26][CH2:25][C@H:24]([NH:27][C:35](=[O:41])[CH2:36][CH2:37][C:38]([OH:40])=[O:39])[CH2:23][CH2:22]2)[N:3]=1, predict the reactants needed to synthesize it. The reactants are: [NH2:1][C:2]1[C:7]([C:8]([C:10]2[C:15]([O:16][CH3:17])=[CH:14][CH:13]=[C:12]([F:18])[C:11]=2[F:19])=[O:9])=[CH:6][N:5]=[C:4]([NH:20][C@H:21]2[CH2:26][CH2:25][C@H:24]([NH2:27])[CH2:23][CH2:22]2)[N:3]=1.C(N(CC)CC)C.[C:35]1(=[O:41])[O:40][C:38](=[O:39])[CH2:37][CH2:36]1. (2) Given the product [C:1]([CH:2]=[C:22]1[CH2:23][CH2:24][N:25]([C:28]2[CH:33]=[CH:32][C:31]([N:34]3[CH2:38][C@H:37]([CH2:39][NH:20][C:19](=[O:45])[CH3:18])[O:36][C:35]3=[O:44])=[CH:30][CH:29]=2)[CH2:26][CH2:27]1)#[N:3], predict the reactants needed to synthesize it. The reactants are: [CH2:1]([N:3](CC)CC)[CH3:2].[Br-].[Li+].C(OP([CH2:18][C:19]#[N:20])(=O)OCC)C.O=[C:22]1[CH2:27][CH2:26][N:25]([C:28]2[CH:33]=[CH:32][C:31]([N:34]3[CH2:38][C@H:37]([CH2:39]CC(N)=O)[O:36][C:35]3=[O:44])=[CH:30][CH:29]=2)[CH2:24][CH2:23]1.[O:45]1CCCC1.